This data is from Catalyst prediction with 721,799 reactions and 888 catalyst types from USPTO. The task is: Predict which catalyst facilitates the given reaction. (1) Reactant: [CH2:1]([O:8][C:9]1[CH:16]=[CH:15][C:14]([C:17]([CH3:20])([CH3:19])[CH3:18])=[CH:13][C:10]=1[CH:11]=[O:12])[C:2]1[CH:7]=[CH:6][CH:5]=[CH:4][CH:3]=1.[BH4-].[Na+].Cl. Product: [CH2:1]([O:8][C:9]1[CH:16]=[CH:15][C:14]([C:17]([CH3:20])([CH3:19])[CH3:18])=[CH:13][C:10]=1[CH2:11][OH:12])[C:2]1[CH:3]=[CH:4][CH:5]=[CH:6][CH:7]=1. The catalyst class is: 5. (2) Reactant: Cl[C:2]([S:4]Cl)=[O:3].[NH2:6][C:7]1[N:12]=[C:11]([S:13][CH2:14][C:15]2[CH:20]=[CH:19][CH:18]=[C:17]([F:21])[C:16]=2[F:22])[N:10]=[C:9]([OH:23])[CH:8]=1. Product: [NH2:6][C:7]1[C:8]2[S:4][C:2](=[O:3])[O:23][C:9]=2[N:10]=[C:11]([S:13][CH2:14][C:15]2[CH:20]=[CH:19][CH:18]=[C:17]([F:21])[C:16]=2[F:22])[N:12]=1. The catalyst class is: 1. (3) Reactant: Br[C:2]1[S:6][C:5]([C:7]2[CH:12]=[C:11]([N:13]3[CH2:18][CH2:17][N:16]([CH3:19])[CH2:15][CH2:14]3)[CH:10]=[CH:9][N:8]=2)=[CH:4][CH:3]=1.[Cu][C:21]#[N:22].CCOC(C)=O. Product: [CH3:19][N:16]1[CH2:17][CH2:18][N:13]([C:11]2[CH:10]=[CH:9][N:8]=[C:7]([C:5]3[S:6][C:2]([C:21]#[N:22])=[CH:3][CH:4]=3)[CH:12]=2)[CH2:14][CH2:15]1. The catalyst class is: 3. (4) Reactant: FC(F)(F)C(O)=O.[CH2:8]([O:12][C:13]1[NH:14][C:15]([NH2:24])=[C:16]2[C:20]([N:21]=1)=[N:19][C:18]([O:22][CH3:23])=[N:17]2)[CH2:9][CH2:10][CH3:11].C(=O)([O-])[O-].[K+].[K+].Br[CH2:32][CH2:33][CH:34]1[CH2:39][CH2:38][O:37][C:36]([CH3:41])([CH3:40])[CH2:35]1. Product: [CH2:8]([O:12][C:13]1[N:21]=[C:20]2[C:16]([N:17]=[C:18]([O:22][CH3:23])[N:19]2[CH2:32][CH2:33][CH:34]2[CH2:39][CH2:38][O:37][C:36]([CH3:41])([CH3:40])[CH2:35]2)=[C:15]([NH2:24])[N:14]=1)[CH2:9][CH2:10][CH3:11]. The catalyst class is: 3.